From a dataset of NCI-60 drug combinations with 297,098 pairs across 59 cell lines. Regression. Given two drug SMILES strings and cell line genomic features, predict the synergy score measuring deviation from expected non-interaction effect. (1) Drug 1: CCN(CC)CCCC(C)NC1=C2C=C(C=CC2=NC3=C1C=CC(=C3)Cl)OC. Drug 2: C1CNP(=O)(OC1)N(CCCl)CCCl. Cell line: K-562. Synergy scores: CSS=44.4, Synergy_ZIP=-0.967, Synergy_Bliss=-1.04, Synergy_Loewe=0.550, Synergy_HSA=0.312. (2) Synergy scores: CSS=16.2, Synergy_ZIP=-0.882, Synergy_Bliss=-5.59, Synergy_Loewe=-22.9, Synergy_HSA=-12.6. Drug 1: C1=CC(=CC=C1CCC2=CNC3=C2C(=O)NC(=N3)N)C(=O)NC(CCC(=O)O)C(=O)O. Cell line: MCF7. Drug 2: CC1=CC2C(CCC3(C2CCC3(C(=O)C)OC(=O)C)C)C4(C1=CC(=O)CC4)C. (3) Drug 1: CCC(=C(C1=CC=CC=C1)C2=CC=C(C=C2)OCCN(C)C)C3=CC=CC=C3.C(C(=O)O)C(CC(=O)O)(C(=O)O)O. Drug 2: CCN(CC)CCNC(=O)C1=C(NC(=C1C)C=C2C3=C(C=CC(=C3)F)NC2=O)C. Cell line: SNB-75. Synergy scores: CSS=-0.562, Synergy_ZIP=-0.338, Synergy_Bliss=-0.128, Synergy_Loewe=-2.49, Synergy_HSA=-1.96. (4) Drug 1: CCC1=CC2CC(C3=C(CN(C2)C1)C4=CC=CC=C4N3)(C5=C(C=C6C(=C5)C78CCN9C7C(C=CC9)(C(C(C8N6C)(C(=O)OC)O)OC(=O)C)CC)OC)C(=O)OC.C(C(C(=O)O)O)(C(=O)O)O. Drug 2: C(CN)CNCCSP(=O)(O)O. Cell line: SN12C. Synergy scores: CSS=15.2, Synergy_ZIP=1.26, Synergy_Bliss=1.11, Synergy_Loewe=-38.0, Synergy_HSA=-1.10. (5) Drug 1: CC1=CC2C(CCC3(C2CCC3(C(=O)C)OC(=O)C)C)C4(C1=CC(=O)CC4)C. Drug 2: C1C(C(OC1N2C=NC(=NC2=O)N)CO)O. Cell line: SR. Synergy scores: CSS=11.0, Synergy_ZIP=-5.21, Synergy_Bliss=-6.80, Synergy_Loewe=-51.4, Synergy_HSA=-6.95. (6) Drug 2: CN1C=C(C=N1)C2=C3N=C(C(=C(N3N=C2)N)Br)C4CCCNC4. Drug 1: CCC1(CC2CC(C3=C(CCN(C2)C1)C4=CC=CC=C4N3)(C5=C(C=C6C(=C5)C78CCN9C7C(C=CC9)(C(C(C8N6C)(C(=O)OC)O)OC(=O)C)CC)OC)C(=O)OC)O. Cell line: NCI-H460. Synergy scores: CSS=53.5, Synergy_ZIP=-2.09, Synergy_Bliss=-2.88, Synergy_Loewe=-2.92, Synergy_HSA=-0.185.